Dataset: Forward reaction prediction with 1.9M reactions from USPTO patents (1976-2016). Task: Predict the product of the given reaction. Given the reactants [Cl:1][C:2]1[CH:3]=[C:4]([NH:9][C:10]2[C:19]3[C:14](=[CH:15][C:16]([O:28][CH:29]4[CH2:33][CH2:32][CH2:31][CH2:30]4)=[C:17]([O:20]CC4C=CC=CC=4)[CH:18]=3)[N:13]=[CH:12][N:11]=2)[CH:5]=[CH:6][C:7]=1[F:8], predict the reaction product. The product is: [Cl:1][C:2]1[CH:3]=[C:4]([NH:9][C:10]2[C:19]3[C:14](=[CH:15][C:16]([O:28][CH:29]4[CH2:33][CH2:32][CH2:31][CH2:30]4)=[C:17]([OH:20])[CH:18]=3)[N:13]=[CH:12][N:11]=2)[CH:5]=[CH:6][C:7]=1[F:8].